This data is from Reaction yield outcomes from USPTO patents with 853,638 reactions. The task is: Predict the reaction yield, written as a fraction of the theoretical maximum amount of product (1.0 means a 100% yield; for example, 0.34 means a 34% yield). (1) The reactants are [OH:1][C:2]1[C:3]([C:16]2[CH:17]=[C:18]([CH:24]=[CH:25][C:26]([O:28]CC)=[O:27])[CH:19]=[CH:20][C:21]=2[O:22][CH3:23])=[CH:4][C:5]2[C:6]([CH3:15])([CH3:14])[CH2:7][CH2:8][C:9]([CH3:13])([CH3:12])[C:10]=2[CH:11]=1.[CH3:31][O:32][CH2:33][O:34][C:35]1[CH:42]=[CH:41][C:38]([CH2:39]Cl)=[CH:37][CH:36]=1. No catalyst specified. The product is [CH3:23][O:22][C:21]1[CH:20]=[CH:19][C:18]([CH:24]=[CH:25][C:26]([OH:28])=[O:27])=[CH:17][C:16]=1[C:3]1[C:2]([O:1][CH2:39][C:38]2[CH:41]=[CH:42][C:35]([O:34][CH2:33][O:32][CH3:31])=[CH:36][CH:37]=2)=[CH:11][C:10]2[C:9]([CH3:13])([CH3:12])[CH2:8][CH2:7][C:6]([CH3:15])([CH3:14])[C:5]=2[CH:4]=1. The yield is 0.870. (2) The reactants are [C:1](=[O:19])([O:17][CH3:18])[O:2][C:3]1[CH:8]=[CH:7][C:6]([F:9])=[CH:5][C:4]=1[C:10]1([CH3:16])[CH2:15][CH2:14][CH2:13][CH2:12][CH2:11]1.[N+:20]([O-])([O-:22])=[O:21].[K+]. The catalyst is S(=O)(=O)(O)O. The product is [C:1](=[O:19])([O:17][CH3:18])[O:2][C:3]1[CH:8]=[C:7]([N+:20]([O-:22])=[O:21])[C:6]([F:9])=[CH:5][C:4]=1[C:10]1([CH3:16])[CH2:15][CH2:14][CH2:13][CH2:12][CH2:11]1. The yield is 0.810. (3) The reactants are [NH:1]1[CH2:6][CH2:5][CH2:4]C[C:2]1=[O:7].P(Cl)(Cl)(Cl)(Cl)Cl.[CH:14]([Cl:17])(Cl)[Cl:15]. No catalyst specified. The product is [Cl:15][C:14]1([Cl:17])[CH2:4][CH2:5][CH2:6][NH:1][C:2]1=[O:7]. The yield is 0.660. (4) The reactants are Br[C:2]1[CH:7]=[CH:6][C:5]([NH:8][C:9]2[N:13]([CH3:14])[C:12]3[CH:15]=[CH:16][CH:17]=[CH:18][C:11]=3[N:10]=2)=[CH:4][CH:3]=1.[B:19]1([B:19]2[O:23][C:22]([CH3:25])([CH3:24])[C:21]([CH3:27])([CH3:26])[O:20]2)[O:23][C:22]([CH3:25])([CH3:24])[C:21]([CH3:27])([CH3:26])[O:20]1.C([O-])(=O)C.[K+].ClCCl. The catalyst is CN(C)C=O.C1C=CC(P(C2C=CC=CC=2)[C-]2C=CC=C2)=CC=1.C1C=CC(P(C2C=CC=CC=2)[C-]2C=CC=C2)=CC=1.Cl[Pd]Cl.[Fe+2]. The product is [CH3:26][C:21]1([CH3:27])[C:22]([CH3:25])([CH3:24])[O:23][B:19]([C:2]2[CH:7]=[CH:6][C:5]([NH:8][C:9]3[N:13]([CH3:14])[C:12]4[CH:15]=[CH:16][CH:17]=[CH:18][C:11]=4[N:10]=3)=[CH:4][CH:3]=2)[O:20]1. The yield is 0.400. (5) The reactants are [C:1]([NH:8][C@H:9]([C:20]([OH:22])=O)[CH2:10][C:11]1[C:19]2[C:14](=[CH:15][CH:16]=[CH:17][CH:18]=2)[NH:13][CH:12]=1)([O:3][C:4]([CH3:7])([CH3:6])[CH3:5])=[O:2].C(N1C=CN=C1)(N1C=CN=C1)=O.[CH3:35][CH:36]1[CH2:41][NH:40][CH2:39][CH2:38][NH:37]1.ClCCCl. The catalyst is C(Cl)Cl. The product is [C:4]([O:3][C:1](=[O:2])[NH:8][CH:9]([CH2:10][C:11]1[C:19]2[C:14](=[CH:15][CH:16]=[CH:17][CH:18]=2)[NH:13][CH:12]=1)[C:20]([N:40]1[CH2:39][CH2:38][NH:37][CH:36]([CH3:35])[CH2:41]1)=[O:22])([CH3:5])([CH3:6])[CH3:7]. The yield is 0.520. (6) The reactants are [C:1]([C@@H:3]1[CH2:7][CH2:6][N:5]([CH:8]([C:15]2[CH:20]=[CH:19][CH:18]=[CH:17][CH:16]=2)[C:9]2[CH:14]=[CH:13][CH:12]=[CH:11][CH:10]=2)[CH2:4]1)#[N:2].[CH2:21]([Mg]Br)[CH3:22].[OH-].[Na+]. The catalyst is O1CCCC1.CC(C)[O-].CC(C)[O-].CC(C)[O-].CC(C)[O-].[Ti+4]. The product is [NH2:2][C:1]1([C@@H:3]2[CH2:7][CH2:6][N:5]([CH:8]([C:15]3[CH:20]=[CH:19][CH:18]=[CH:17][CH:16]=3)[C:9]3[CH:10]=[CH:11][CH:12]=[CH:13][CH:14]=3)[CH2:4]2)[CH2:22][CH2:21]1. The yield is 0.480. (7) The reactants are [F:1][C:2]([F:21])([F:20])[O:3][C:4]1[CH:9]=[CH:8][C:7]([S:10]([N:13]2[CH2:18][CH2:17][C:16](=O)[CH2:15][CH2:14]2)(=[O:12])=[O:11])=[CH:6][CH:5]=1.Cl.[NH2:23][OH:24].C([O-])(=O)C.[Na+]. The catalyst is CCO. The product is [F:1][C:2]([F:21])([F:20])[O:3][C:4]1[CH:9]=[CH:8][C:7]([S:10]([N:13]2[CH2:18][CH2:17][C:16](=[N:23][OH:24])[CH2:15][CH2:14]2)(=[O:12])=[O:11])=[CH:6][CH:5]=1. The yield is 0.620.